The task is: Predict the reactants needed to synthesize the given product.. This data is from Full USPTO retrosynthesis dataset with 1.9M reactions from patents (1976-2016). Given the product [F:1][C:2]1[CH:29]=[CH:28][C:5]([CH2:6][N:7]([CH2:58][CH2:59][F:60])[C:8]([N:10]2[CH2:15][CH2:14][N:13]([C:16]3[CH:17]=[N:18][CH:19]=[CH:20][C:21]=3[N:22]3[CH:26]=[C:25]([CH3:27])[CH:24]=[N:23]3)[CH2:12][CH2:11]2)=[O:9])=[CH:4][CH:3]=1, predict the reactants needed to synthesize it. The reactants are: [F:1][C:2]1[CH:29]=[CH:28][C:5]([CH2:6][NH:7][C:8]([N:10]2[CH2:15][CH2:14][N:13]([C:16]3[CH:17]=[N:18][CH:19]=[CH:20][C:21]=3[N:22]3[CH:26]=[C:25]([CH3:27])[CH:24]=[N:23]3)[CH2:12][CH2:11]2)=[O:9])=[CH:4][CH:3]=1.C1OCCOCCOCCOCCOC1.[H-].[Na+].CC1C=CC(S(O[CH2:58][CH2:59][F:60])(=O)=O)=CC=1.[Cl-].[NH4+].